Dataset: Forward reaction prediction with 1.9M reactions from USPTO patents (1976-2016). Task: Predict the product of the given reaction. (1) Given the reactants Br[C:2]1[CH:7]=[CH:6][CH:5]=[CH:4][C:3]=1[C@H:8]([O:10][CH2:11][C@H:12]1[CH2:14][O:13]1)[CH3:9].[CH3:15][O:16][C:17](=[O:21])[CH2:18][CH:19]=[CH2:20], predict the reaction product. The product is: [O:13]1[CH2:14][C@@H:12]1[CH2:11][O:10][C@@H:8]([C:3]1[CH:4]=[CH:5][CH:6]=[CH:7][C:2]=1/[CH:20]=[CH:19]/[CH2:18][C:17]([O:16][CH3:15])=[O:21])[CH3:9]. (2) Given the reactants [CH3:1][O:2][C:3]1[CH:8]=[C:7]([C:9]([F:12])([F:11])[F:10])[CH:6]=[C:5]([C:13]([F:16])([F:15])[F:14])[CH:4]=1.[Li]CCCC.[C:22](=[O:24])=[O:23], predict the reaction product. The product is: [CH3:1][O:2][C:3]1[CH:4]=[C:5]([C:13]([F:14])([F:15])[F:16])[CH:6]=[C:7]([C:9]([F:10])([F:11])[F:12])[C:8]=1[C:22]([OH:24])=[O:23]. (3) Given the reactants [NH2:1][C:2]1[C:7](/[CH:8]=[CH:9]/[C:10](OCC)=[O:11])=[CH:6][N:5]=[C:4]([O:15][CH3:16])[N:3]=1.C[O-].[Na+].CO, predict the reaction product. The product is: [CH3:16][O:15][C:4]1[N:5]=[CH:6][C:7]2[CH:8]=[CH:9][C:10](=[O:11])[NH:1][C:2]=2[N:3]=1. (4) Given the reactants [N:1]1([CH2:6][CH2:7][CH2:8][NH2:9])[CH:5]=[CH:4][N:3]=[CH:2]1.[Cl:10][C:11]1[CH:12]=[C:13]([CH:16]=[CH:17][CH:18]=1)[CH:14]=O.C([O:21][C:22](=O)[C:23](=[O:34])[CH2:24][C:25]1[C:33]2[C:28](=[CH:29][CH:30]=[CH:31][CH:32]=2)[NH:27][CH:26]=1)C, predict the reaction product. The product is: [Cl:10][C:11]1[CH:12]=[C:13]([CH:14]2[N:9]([CH2:8][CH2:7][CH2:6][N:1]3[CH:5]=[CH:4][N:3]=[CH:2]3)[C:22](=[O:21])[C:23]([OH:34])=[C:24]2[C:25]2[C:33]3[C:28](=[CH:29][CH:30]=[CH:31][CH:32]=3)[NH:27][CH:26]=2)[CH:16]=[CH:17][CH:18]=1. (5) Given the reactants BrCC[C:4]1[C:5]2[C:10](C=[C:12]3[C:17]=1[CH:16]=[CH:15][CH:14]=[CH:13]3)=[CH:9][CH:8]=[CH:7][CH:6]=2.[CH2:18]1[CH2:22][O:21][CH2:20][CH2:19]1.CS(C)=[O:25], predict the reaction product. The product is: [CH:13]1[C:12]2[C:17](=[CH:4][C:5]3[C:10]([C:19]=2[CH2:20][O:21][CH2:22][CH2:18][OH:25])=[CH:9][CH:8]=[CH:7][CH:6]=3)[CH:16]=[CH:15][CH:14]=1. (6) Given the reactants [S:1]1[C:5]2[CH:6]=[CH:7][CH:8]=[CH:9][C:4]=2[N:3]=[C:2]1[CH2:10][O:11][C:12]1[N:17]=[CH:16][C:15]([C:18]([NH:20][C:21]2[CH:26]=[C:25]([C:27]([NH:29][CH:30]3[CH2:32][CH2:31]3)=[O:28])[CH:24]=[CH:23][C:22]=2[CH3:33])=[O:19])=[CH:14][N:13]=1.[CH3:34][S:35]([OH:38])(=[O:37])=[O:36], predict the reaction product. The product is: [CH3:34][S:35]([OH:38])(=[O:37])=[O:36].[S:1]1[C:5]2[CH:6]=[CH:7][CH:8]=[CH:9][C:4]=2[N:3]=[C:2]1[CH2:10][O:11][C:12]1[N:13]=[CH:14][C:15]([C:18]([NH:20][C:21]2[CH:26]=[C:25]([C:27]([NH:29][CH:30]3[CH2:32][CH2:31]3)=[O:28])[CH:24]=[CH:23][C:22]=2[CH3:33])=[O:19])=[CH:16][N:17]=1. (7) The product is: [CH3:36][O:35][C:11]1[CH:10]=[C:9]([N:6]2[CH2:7][CH2:8][C:3](=[O:2])[CH2:4][CH2:5]2)[CH:14]=[CH:13][C:12]=1[NH:15][C:16]1[N:21]=[C:20]([NH:22][C:23]2[CH:28]=[CH:27][CH:26]=[CH:25][C:24]=2[S:29]([CH:32]([CH3:34])[CH3:33])(=[O:31])=[O:30])[N:19]=[CH:18][N:17]=1. Given the reactants C[O:2][C:3]1(OC)[CH2:8][CH2:7][N:6]([C:9]2[CH:14]=[CH:13][C:12]([NH:15][C:16]3[N:21]=[C:20]([NH:22][C:23]4[CH:28]=[CH:27][CH:26]=[CH:25][C:24]=4[S:29]([CH:32]([CH3:34])[CH3:33])(=[O:31])=[O:30])[N:19]=[CH:18][N:17]=3)=[C:11]([O:35][CH3:36])[CH:10]=2)[CH2:5][CH2:4]1.O1CCCC1.Cl.C(=O)([O-])[O-].[K+].[K+], predict the reaction product.